Dataset: HIV replication inhibition screening data with 41,000+ compounds from the AIDS Antiviral Screen. Task: Binary Classification. Given a drug SMILES string, predict its activity (active/inactive) in a high-throughput screening assay against a specified biological target. (1) The drug is Oc1ccc2c(c1)CCc1c-2n(CCN2CCOCC2)c2ccc(O)cc12. The result is 0 (inactive). (2) The compound is COc1c2occc2c(N)c2ccc(=O)oc12. The result is 0 (inactive). (3) The molecule is CCCCNC(=O)OCC(C)(CCC)COC(N)=O. The result is 0 (inactive). (4) The drug is Cc1c(Cl)cccc1Nc1ncccc1C(=O)OCC(O)CO. The result is 0 (inactive). (5) The drug is Cc1cc(S(=O)(=O)Nc2nc(N)nc(N3CCOCC3)n2)c(SCC(=O)O)cc1Cl. The result is 0 (inactive). (6) The compound is Cc1ccc(S(=O)(=O)N2CCCN(S(=O)(=O)c3ccc(C)cc3)CC2)cc1. The result is 0 (inactive). (7) The molecule is CN1c2ccccc2N=Cc2c1oc1ccc3ccccc3c1c2=O. The result is 1 (active).